The task is: Regression. Given a target protein amino acid sequence and a drug SMILES string, predict the binding affinity score between them. We predict pKd (pKd = -log10(Kd in M); higher means stronger binding). Dataset: bindingdb_kd.. This data is from Drug-target binding data from BindingDB using Kd measurements. The compound is Cc1ccc(Nc2nccc(N(C)c3ccc4c(C)n(C)nc4c3)n2)cc1S(N)(=O)=O. The target protein (O94768) has sequence MSRRRFDCRSISGLLTTTPQIPIKMENFNNFYILTSKELGRGKFAVVRQCISKSTGQEYAAKFLKKRRRGQDCRAEILHEIAVLELAKSCPRVINLHEVYENTSEIILILEYAAGGEIFSLCLPELAEMVSENDVIRLIKQILEGVYYLHQNNIVHLDLKPQNILLSSIYPLGDIKIVDFGMSRKIGHACELREIMGTPEYLAPEILNYDPITTATDMWNIGIIAYMLLTHTSPFVGEDNQETYLNISQVNVDYSEETFSSVSQLATDFIQSLLVKNPEKRPTAEICLSHSWLQQWDFENLFHPEETSSSSQTQDHSVRSSEDKTSKSSCNGTCGDREDKENIPEDSSMVSKRFRFDDSLPNPHELVSDLLC. The pKd is 5.0.